Dataset: Forward reaction prediction with 1.9M reactions from USPTO patents (1976-2016). Task: Predict the product of the given reaction. (1) Given the reactants Br[C:2]1[CH:21]=[CH:20][C:5]2[N:6]3[CH2:12][CH2:11][N:10]([C:13]([O:15][C:16]([CH3:19])([CH3:18])[CH3:17])=[O:14])[CH2:9][C:7]3=[N:8][C:4]=2[CH:3]=1.[CH2:22]([O:29][C:30]1[CH:35]=[CH:34][NH:33][C:32](=[O:36])[CH:31]=1)[C:23]1[CH:28]=[CH:27][CH:26]=[CH:25][CH:24]=1.CN[C@@H]1CCCC[C@H]1NC.C([O-])([O-])=O.[Cs+].[Cs+], predict the reaction product. The product is: [CH2:22]([O:29][C:30]1[CH:35]=[CH:34][N:33]([C:2]2[CH:21]=[CH:20][C:5]3[N:6]4[CH2:12][CH2:11][N:10]([C:13]([O:15][C:16]([CH3:19])([CH3:18])[CH3:17])=[O:14])[CH2:9][C:7]4=[N:8][C:4]=3[CH:3]=2)[C:32](=[O:36])[CH:31]=1)[C:23]1[CH:24]=[CH:25][CH:26]=[CH:27][CH:28]=1. (2) Given the reactants Cl.Cl.[O:3]1[C:8]2=[CH:9][CH:10]=[CH:11][C:7]2=[CH:6][C:5]([CH:12]2[CH2:17][CH2:16][CH2:15][CH2:14][N:13]2[CH2:18][CH2:19][C@H:20]2[CH2:25][CH2:24][C@H:23]([NH2:26])[CH2:22][CH2:21]2)=[CH:4]1.[CH3:27][S:28]([CH2:31][C:32](O)=[O:33])(=[O:30])=[O:29], predict the reaction product. The product is: [O:3]1[C:8]2=[CH:9][CH:10]=[CH:11][C:7]2=[CH:6][C:5]([CH:12]2[CH2:17][CH2:16][CH2:15][CH2:14][N:13]2[CH2:18][CH2:19][C@H:20]2[CH2:21][CH2:22][C@H:23]([NH:26][C:32](=[O:33])[CH2:31][S:28]([CH3:27])(=[O:30])=[O:29])[CH2:24][CH2:25]2)=[CH:4]1. (3) Given the reactants [CH3:1][S:2][C:3]1[NH:8][C:7](=[O:9])[CH:6]=[CH:5][N:4]=1.[Li+].[CH3:11][Si]([N-][Si](C)(C)C)(C)C.CI.O, predict the reaction product. The product is: [CH3:11][N:8]1[C:7](=[O:9])[CH:6]=[CH:5][N:4]=[C:3]1[S:2][CH3:1]. (4) Given the reactants [NH2:1][CH2:2][C:3]1[CH:8]=[CH:7][C:6]([N:9]2[CH:12]([C:13]3[CH:18]=[CH:17][C:16]([O:19][CH3:20])=[CH:15][CH:14]=3)[CH:11]([CH2:21][CH2:22][CH:23]([C:25]3[CH:30]=[CH:29][C:28]([F:31])=[CH:27][CH:26]=3)[OH:24])[C:10]2=[O:32])=[CH:5][CH:4]=1.[C:33]([OH:47])(=[O:46])[CH2:34][O:35][CH2:36][CH2:37][O:38][CH2:39][CH2:40][O:41][CH2:42][C:43](O)=[O:44].C(N=C=NC(C)C)(C)C.OC1C2N=NNC=2C=CC=1, predict the reaction product. The product is: [F:31][C:28]1[CH:27]=[CH:26][C:25]([CH:23]([OH:24])[CH2:22][CH2:21][CH:11]2[C:10](=[O:32])[N:9]([C:6]3[CH:7]=[CH:8][C:3]([CH2:2][NH:1][C:43]([CH2:42][O:41][CH2:40][CH2:39][O:38][CH2:37][CH2:36][O:35][CH2:34][C:33]([OH:47])=[O:46])=[O:44])=[CH:4][CH:5]=3)[CH:12]2[C:13]2[CH:18]=[CH:17][C:16]([O:19][CH3:20])=[CH:15][CH:14]=2)=[CH:30][CH:29]=1. (5) Given the reactants Br[CH2:2][CH2:3][O:4][CH3:5].C(=O)([O-])[O-].[K+].[K+].[N:12]1([C:18]2[C:23](=[O:24])[NH:22][CH:21]=[C:20]3[CH2:25][N:26]([CH2:29][CH2:30][C:31]4[CH:40]=[CH:39][C:38]5[C:33](=[CH:34][CH:35]=[CH:36][CH:37]=5)[N:32]=4)[C:27](=[O:28])[C:19]=23)[CH2:17][CH2:16][O:15][CH2:14][CH2:13]1, predict the reaction product. The product is: [CH3:5][O:4][CH2:3][CH2:2][N:22]1[C:23](=[O:24])[C:18]([N:12]2[CH2:13][CH2:14][O:15][CH2:16][CH2:17]2)=[C:19]2[C:27](=[O:28])[N:26]([CH2:29][CH2:30][C:31]3[CH:40]=[CH:39][C:38]4[C:33](=[CH:34][CH:35]=[CH:36][CH:37]=4)[N:32]=3)[CH2:25][C:20]2=[CH:21]1. (6) Given the reactants C([CH:3]([OH:22])[CH2:4][CH2:5][CH2:6][C:7]1[C:8]([O:19][CH2:20][CH3:21])=[N:9][N:10]([CH2:12][C:13]2[CH:18]=[CH:17][CH:16]=[CH:15][CH:14]=2)[CH:11]=1)C.O[C:24]1[CH:25]=[C:26]([CH:36]=[CH:37][CH:38]=1)[O:27][C:28]([CH3:35])([CH3:34])[C:29]([O:31][CH2:32][CH3:33])=[O:30].C(P(CCCC)CCCC)CCC.N(C(N1CCCCC1)=O)=NC(N1CCCCC1)=O, predict the reaction product. The product is: [CH2:12]([N:10]1[CH:11]=[C:7]([CH2:6][CH2:5][CH2:4][CH2:3][O:22][C:24]2[CH:25]=[C:26]([CH:36]=[CH:37][CH:38]=2)[O:27][C:28]([CH3:34])([CH3:35])[C:29]([O:31][CH2:32][CH3:33])=[O:30])[C:8]([O:19][CH2:20][CH3:21])=[N:9]1)[C:13]1[CH:14]=[CH:15][CH:16]=[CH:17][CH:18]=1.